This data is from Catalyst prediction with 721,799 reactions and 888 catalyst types from USPTO. The task is: Predict which catalyst facilitates the given reaction. (1) Reactant: [CH3:1][C:2]1[CH:7]=[CH:6][C:5]([C:8]2[O:12][CH:11]=[N:10][CH:9]=2)=[CH:4][CH:3]=1.C1C(=O)N([Br:20])C(=O)C1.C(OOC(=O)C1C=CC=CC=1)(=O)C1C=CC=CC=1. Product: [Br:20][CH2:1][C:2]1[CH:3]=[CH:4][C:5]([C:8]2[O:12][CH:11]=[N:10][CH:9]=2)=[CH:6][CH:7]=1. The catalyst class is: 717. (2) The catalyst class is: 9. Reactant: [CH2:1]([O:8][C:9]1[CH:10]=[C:11]([CH:14]=[CH:15][C:16]=1[CH:17]=O)[C:12]#[N:13])[C:2]1[CH:7]=[CH:6][CH:5]=[CH:4][CH:3]=1.[Br-].[C:20]([CH2:25][P+](C1C=CC=CC=1)(C1C=CC=CC=1)C1C=CC=CC=1)(OCC)=[O:21].CC(C)([O-])C.[K+].Cl. Product: [CH2:1]([O:8][C:9]1[CH:10]=[C:11]([CH:14]=[CH:15][C:16]=1[CH2:17][CH2:25][CH2:20][OH:21])[CH2:12][NH2:13])[C:2]1[CH:3]=[CH:4][CH:5]=[CH:6][CH:7]=1. (3) Reactant: [CH3:1][O:2][C:3]1[CH:4]=[C:5]2[C:10](=[CH:11][C:12]=1[O:13][CH3:14])[CH:9]=[N:8][C:7]([C:15]1[CH:20]=[CH:19][CH:18]=[CH:17][CH:16]=1)=[CH:6]2.[ClH:21]. Product: [Cl-:21].[CH3:1][O:2][C:3]1[CH:4]=[C:5]2[C:10](=[CH:11][C:12]=1[O:13][CH3:14])[CH:9]=[NH+:8][C:7]([C:15]1[CH:20]=[CH:19][CH:18]=[CH:17][CH:16]=1)=[CH:6]2. The catalyst class is: 5.